From a dataset of Forward reaction prediction with 1.9M reactions from USPTO patents (1976-2016). Predict the product of the given reaction. (1) Given the reactants [F:1][C:2]1[CH:23]=[CH:22][CH:21]=[C:20]([F:24])[C:3]=1[CH2:4][O:5][C:6]1[C:7]2[N:8]([C:13]([C:17]([OH:19])=O)=[C:14]([CH3:16])[N:15]=2)[CH:9]=[C:10]([F:12])[CH:11]=1.F[B-](F)(F)F.N1(O[C+](N(C)C)N(C)C)C2C=CC=CC=2N=N1.CN1CCOCC1.[NH2:54][CH2:55][C:56]([NH2:59])([CH3:58])[CH3:57], predict the reaction product. The product is: [NH2:59][C:56]([CH3:58])([CH3:57])[CH2:55][NH:54][C:17]([C:13]1[N:8]2[CH:9]=[C:10]([F:12])[CH:11]=[C:6]([O:5][CH2:4][C:3]3[C:2]([F:1])=[CH:23][CH:22]=[CH:21][C:20]=3[F:24])[C:7]2=[N:15][C:14]=1[CH3:16])=[O:19]. (2) Given the reactants [C:1]([N:8]1[CH2:13][CH2:12][CH:11]([OH:14])[CH2:10][CH2:9]1)([O:3][C:4]([CH3:7])([CH3:6])[CH3:5])=[O:2].C(N(CC)CC)C.[CH3:22][S:23](Cl)(=[O:25])=[O:24].O, predict the reaction product. The product is: [C:4]([O:3][C:1]([N:8]1[CH2:13][CH2:12][CH:11]([O:14][S:23]([CH3:22])(=[O:25])=[O:24])[CH2:10][CH2:9]1)=[O:2])([CH3:7])([CH3:6])[CH3:5]. (3) Given the reactants [NH2:1][C:2]1[CH:7]=[CH:6][C:5]([NH:8]/[C:9](=[C:16]2\[C:17](=[O:25])[NH:18][C:19]3[C:24]\2=[CH:23][CH:22]=[CH:21][CH:20]=3)/[C:10]2[CH:15]=[CH:14][CH:13]=[CH:12][CH:11]=2)=[CH:4][CH:3]=1.[N:26]#[C:27][NH2:28], predict the reaction product. The product is: [NH:1]([C:2]1[CH:7]=[CH:6][C:5]([NH:8]/[C:9](=[C:16]2\[C:17](=[O:25])[NH:18][C:19]3[C:24]\2=[CH:23][CH:22]=[CH:21][CH:20]=3)/[C:10]2[CH:15]=[CH:14][CH:13]=[CH:12][CH:11]=2)=[CH:4][CH:3]=1)[C:27]([NH2:28])=[NH:26]. (4) Given the reactants C([O:8][C:9]([C@H:11]1[CH2:15][C:14]([F:17])([F:16])[CH2:13][N:12]1[C:18](=[O:42])[CH2:19][CH2:20][CH2:21][CH2:22][C:23]([N:25]1[CH2:29][C:28]([F:31])([F:30])[CH2:27][C@@H:26]1[C:32]([O:34]CC1C=CC=CC=1)=[O:33])=[O:24])=[O:10])C1C=CC=CC=1, predict the reaction product. The product is: [C:32]([C@H:26]1[CH2:27][C:28]([F:30])([F:31])[CH2:29][N:25]1[C:23](=[O:24])[CH2:22][CH2:21][CH2:20][CH2:19][C:18]([N:12]1[CH2:13][C:14]([F:16])([F:17])[CH2:15][C@@H:11]1[C:9]([OH:10])=[O:8])=[O:42])([OH:34])=[O:33]. (5) Given the reactants FC(F)(F)C(O)=O.[Cl:8][C:9]1[N:14]=[N:13][C:12]([NH:15][NH2:16])=[CH:11][C:10]=1[CH:17]1[CH2:19][CH2:18]1.[N:20]#[C:21]Br, predict the reaction product. The product is: [Cl:8][C:9]1[C:10]([CH:17]2[CH2:19][CH2:18]2)=[CH:11][C:12]2[N:13]([C:21]([NH2:20])=[N:16][N:15]=2)[N:14]=1.